Dataset: Full USPTO retrosynthesis dataset with 1.9M reactions from patents (1976-2016). Task: Predict the reactants needed to synthesize the given product. (1) The reactants are: [CH:1]([N:14]1[CH2:19][CH2:18][NH:17][CH2:16][C@@H:15]1[CH3:20])([C:8]1[CH:13]=[CH:12][CH:11]=[CH:10][CH:9]=1)[C:2]1[CH:7]=[CH:6][CH:5]=[CH:4][CH:3]=1.[CH:21]([N:34]1[CH2:39][CH2:38][NH:37][C@@H:36]([CH3:40])[CH2:35]1)([C:28]1[CH:33]=[CH:32][CH:31]=[CH:30][CH:29]=1)[C:22]1[CH:27]=[CH:26][CH:25]=[CH:24][CH:23]=1.Br[CH2:42][C:43]([O:45][C:46]([CH3:49])([CH3:48])[CH3:47])=[O:44].C(N(CC)CC)C. Given the product [CH:1]([N:14]1[CH2:19][CH2:18][N:17]([CH2:42][C:43]([O:45][C:46]([CH3:49])([CH3:48])[CH3:47])=[O:44])[CH2:16][C@@H:15]1[CH3:20])([C:8]1[CH:13]=[CH:12][CH:11]=[CH:10][CH:9]=1)[C:2]1[CH:3]=[CH:4][CH:5]=[CH:6][CH:7]=1.[CH:21]([N:34]1[CH2:39][CH2:38][N:37]([CH2:42][C:43]([O:45][C:46]([CH3:49])([CH3:48])[CH3:47])=[O:44])[C@@H:36]([CH3:40])[CH2:35]1)([C:28]1[CH:33]=[CH:32][CH:31]=[CH:30][CH:29]=1)[C:22]1[CH:23]=[CH:24][CH:25]=[CH:26][CH:27]=1, predict the reactants needed to synthesize it. (2) Given the product [CH2:1]([C:3]1[CH:8]=[C:7]([C:9]2[CH:10]=[N:11][N:12]([CH3:14])[CH:13]=2)[N:6]=[CH:5][C:4]=1[NH:15][C:17]1[N:22]=[CH:21][C:20]2[N:23]=[CH:24][N:25]([CH3:26])[C:19]=2[CH:18]=1)[CH3:2], predict the reactants needed to synthesize it. The reactants are: [CH2:1]([C:3]1[CH:8]=[C:7]([C:9]2[CH:10]=[N:11][N:12]([CH3:14])[CH:13]=2)[N:6]=[CH:5][C:4]=1[NH2:15])[CH3:2].Cl[C:17]1[N:22]=[CH:21][C:20]2[N:23]=[CH:24][N:25]([CH3:26])[C:19]=2[CH:18]=1.C1(P(C2CCCCC2)C2C=CC=CC=2C2C(C(C)C)=CC(C(C)C)=CC=2C(C)C)CCCCC1.CC(C)([O-])C.[Na+]. (3) Given the product [Cl:8][C:5]1[N:4]=[CH:3][C:2]([C:12]#[C:11][CH2:10][CH2:9][N:13]2[CH:17]=[CH:16][N:15]=[N:14]2)=[CH:7][N:6]=1, predict the reactants needed to synthesize it. The reactants are: Br[C:2]1[CH:3]=[N:4][C:5]([Cl:8])=[N:6][CH:7]=1.[CH2:9]([N:13]1[CH:17]=[CH:16][N:15]=[N:14]1)[CH2:10][C:11]#[CH:12].C(N(CC)CC)C.ClCCl. (4) Given the product [F:3][C:4]1[CH:9]=[C:8]([F:10])[CH:7]=[CH:6][C:5]=1[N:11]1[CH2:12][CH2:13][N:14]([CH:18]([C:20]2[CH:25]=[CH:24][C:23]([C:26]([NH:29][C:30](=[O:32])[CH3:31])([CH3:28])[CH3:27])=[CH:22][CH:21]=2)[CH3:19])[CH2:15][CH2:16]1, predict the reactants needed to synthesize it. The reactants are: Cl.Cl.[F:3][C:4]1[CH:9]=[C:8]([F:10])[CH:7]=[CH:6][C:5]=1[N:11]1[CH2:16][CH2:15][NH:14][CH2:13][CH2:12]1.Cl[CH:18]([C:20]1[CH:25]=[CH:24][C:23]([C:26]([NH:29][C:30](=[O:32])[CH3:31])([CH3:28])[CH3:27])=[CH:22][CH:21]=1)[CH3:19]. (5) The reactants are: [CH2:1]([O:8][C:9]([NH:11][C@H:12]([CH3:19])[C:13]([CH3:18])([CH3:17])[C:14](O)=[O:15])=[O:10])[C:2]1[CH:7]=[CH:6][CH:5]=[CH:4][CH:3]=1.CC[N:22](C(C)C)C(C)C.C1C=CC2N(O)N=NC=2C=1.C(Cl)CCl.N. Given the product [NH2:22][C:14](=[O:15])[C:13]([CH3:18])([CH3:17])[C@H:12]([NH:11][C:9](=[O:10])[O:8][CH2:1][C:2]1[CH:7]=[CH:6][CH:5]=[CH:4][CH:3]=1)[CH3:19], predict the reactants needed to synthesize it. (6) Given the product [OH:31][C:32]1([C:39]2[S:43][C:42]([CH:44]([CH3:46])[CH3:45])=[N:41][CH:40]=2)[CH2:33][CH2:34][CH:35]([N:8]2[CH2:9][CH:10]([NH:12][C:13](=[O:30])[CH2:14][NH:15][C:16]3[C:24]4[C:19](=[CH:20][CH:21]=[C:22]([C:25]([F:27])([F:26])[F:28])[CH:23]=4)[N:18]([CH3:29])[N:17]=3)[CH2:11]2)[CH2:36][CH2:37]1, predict the reactants needed to synthesize it. The reactants are: OC(C(F)(F)F)=O.[NH:8]1[CH2:11][CH:10]([NH:12][C:13](=[O:30])[CH2:14][NH:15][C:16]2[C:24]3[C:19](=[CH:20][CH:21]=[C:22]([C:25]([F:28])([F:27])[F:26])[CH:23]=3)[N:18]([CH3:29])[N:17]=2)[CH2:9]1.[OH:31][C:32]1([C:39]2[S:43][C:42]([CH:44]([CH3:46])[CH3:45])=[N:41][CH:40]=2)[CH2:37][CH2:36][C:35](=O)[CH2:34][CH2:33]1. (7) Given the product [NH:13]1[C:14]2[CH:19]=[CH:18][CH:17]=[CH:16][C:15]=2[N:11]=[C:12]1[C@H:8]([NH:9][C:10]([NH:34][CH2:33][C:26]1[C:27]2[C:32](=[CH:31][CH:30]=[CH:29][CH:28]=2)[N:24]([CH3:23])[N:25]=1)=[O:20])[CH2:7][C:6]1[CH:21]=[CH:22][C:3]([O:2][CH3:1])=[CH:4][CH:5]=1, predict the reactants needed to synthesize it. The reactants are: [CH3:1][O:2][C:3]1[CH:22]=[CH:21][C:6]([CH2:7][C@@H:8]2[C:12]3=[N:13][C:14]4[CH:19]=[CH:18][CH:17]=[CH:16][C:15]=4[N:11]3[C:10](=[O:20])[NH:9]2)=[CH:5][CH:4]=1.[CH3:23][N:24]1[C:32]2[C:27](=[CH:28][CH:29]=[CH:30][CH:31]=2)[C:26]([CH2:33][NH2:34])=[N:25]1.C(O)(C(F)(F)F)=O.